From a dataset of Experimentally validated miRNA-target interactions with 360,000+ pairs, plus equal number of negative samples. Binary Classification. Given a miRNA mature sequence and a target amino acid sequence, predict their likelihood of interaction. (1) The miRNA is hsa-miR-1262 with sequence AUGGGUGAAUUUGUAGAAGGAU. The protein sequence of the target gene is MQHRGFFLLALLALLVVTSAVAKKKEKVKKGSECSEWTWGPCTPSSKDCGMGFREGTCGAQTQRVHCKVPCNWKKEFGADCKYKFESWGACDGSTGTKARQGTLKKARYNAQCQETIRVTKPCTSKTKSKTKAKKGKGKD. Result: 0 (no interaction). (2) The miRNA is mmu-miR-883b-5p with sequence UACUGAGAAUGGGUAGCAGUCA. The protein sequence of the target gene is MTGHHCWGYGQDDGPSNWHKLYPIAQGDRQSPINIISSQAVYSPSLQPLELFYEACMSLSITNNGHSVQVDFNDSDDRTVVSGGPLEGPYRLKQLHFHWGKKRDMGSEHTVDGKSFPSELHLVHWNAKKYSTFGEAAAAPDGLAVVGVFLETGDEHPSMNRLTDALYMVRFKDTKAQFSCFNPKCLLPTSRHYWTYPGSLTTPPLSESVTWIVLREPIRISERQMEKFRSLLFTSEDDERIHMVDNFRPPQPLKGRVVKASFQA. Result: 0 (no interaction). (3) The miRNA is hsa-miR-550b-2-5p with sequence AUGUGCCUGAGGGAGUAAGACA. The protein sequence of the target gene is MKALSPVRGCYEAVCCLSERSLAIARGRGKGPAAEEPLSLLDDMNHCYSRLRELVPGVPRGTQLSQVEILQRVIDYILDLQVVLAEPAPGPPDGPHLPIQTAELTPELVISNDKRSFCH. Result: 0 (no interaction). (4) The miRNA is hsa-miR-6845-5p with sequence CGGGGCCAGAGCAGAGAGC. The protein sequence of the target gene is MMLGPEGGEGFVVKLRGLPWSCSVEDVQNFLSDCTIHDGAAGVHFIYTREGRQSGEAFVELGSEDDVKMALKKDRESMGHRYIEVFKSHRTEMDWVLKHSGPNSADSANDGFVRLRGLPFGCTKEEIVQFFSGLEIVPNGITLPVDPEGKITGEAFVQFASQELAEKALGKHKERIGHRYIEVFKSSQEEVRSYSDPPLKFMSVQRPGPYDRPGTARRYIGIVKQAGLERMRPGAYSTGYGGYEEYSGLSDGYGFTTDLFGRDLSYCLSGMYDHRYGDSEFTVQSTTGHCVHMRGLPYKA.... Result: 0 (no interaction).